From a dataset of Full USPTO retrosynthesis dataset with 1.9M reactions from patents (1976-2016). Predict the reactants needed to synthesize the given product. (1) Given the product [Cl:1][C:2]1[CH:3]=[CH:4][C:5]([O:41][CH3:42])=[C:6]([CH:40]=1)[CH2:7][C@H:8]1[C:14](=[O:15])[N:13]([C:16]([NH:62][C@@H:59]([C:57]2[O:56][N:55]=[C:54]([O:53][C:49]([CH3:50])([CH3:52])[CH3:51])[CH:58]=2)[CH2:60][CH3:61])=[O:17])[CH2:12][C:11](=[O:26])[N:10]([CH2:27][C:28]2[C:29]([O:38][CH3:39])=[CH:30][C:31]([O:36][CH3:37])=[CH:32][C:33]=2[O:34][CH3:35])[CH2:9]1, predict the reactants needed to synthesize it. The reactants are: [Cl:1][C:2]1[CH:3]=[CH:4][C:5]([O:41][CH3:42])=[C:6]([CH:40]=1)[CH2:7][C@H:8]1[C:14](=[O:15])[N:13]([C:16](OC2C=CC=CC=2Cl)=[O:17])[CH2:12][C:11](=[O:26])[N:10]([CH2:27][C:28]2[C:33]([O:34][CH3:35])=[CH:32][C:31]([O:36][CH3:37])=[CH:30][C:29]=2[O:38][CH3:39])[CH2:9]1.CN(C)C=O.Cl.[C:49]([O:53][C:54]1[CH:58]=[C:57]([CH:59]([NH2:62])[CH2:60][CH3:61])[O:56][N:55]=1)([CH3:52])([CH3:51])[CH3:50].C(N(CC)C(C)C)(C)C. (2) Given the product [CH:25]1([NH:31][C:4]([C:6]2[S:7][CH:8]=[C:9]([C:11]3[CH:12]=[CH:13][C:14]([Cl:17])=[CH:15][CH:16]=3)[N:10]=2)=[O:5])[CH2:30][CH2:29][CH2:28][CH2:27][CH2:26]1, predict the reactants needed to synthesize it. The reactants are: C(O[C:4]([C:6]1[S:7][C:8](C2C=CC(Cl)=CC=2)=[C:9]([C:11]2[CH:16]=[CH:15][C:14]([Cl:17])=[CH:13][CH:12]=2)[N:10]=1)=[O:5])C.[CH:25]1([NH2:31])[CH2:30][CH2:29][CH2:28][CH2:27][CH2:26]1. (3) Given the product [Br:10][C:11]1[CH:12]=[CH:13][C:14](/[C:17](/[C:31]2[CH:32]=[CH:33][C:28]([Cl:27])=[CH:29][CH:30]=2)=[CH:18]/[CH2:19][OH:20])=[CH:15][CH:16]=1, predict the reactants needed to synthesize it. The reactants are: [H-].[Al+3].[Li+].[H-].[H-].[H-].C[O-].[Na+].[Br:10][C:11]1[CH:16]=[CH:15][C:14]([C:17]#[C:18][CH2:19][OH:20])=[CH:13][CH:12]=1.C(OCC)(=O)C.[Cl:27][C:28]1[CH:33]=[CH:32][C:31](I)=[CH:30][CH:29]=1.O1C=CC=C1P(C1OC=CC=1)C1OC=CC=1. (4) Given the product [C:1]([O:5][C:6]([N:8]1[CH2:13][CH2:12][CH:11]([O:14][Si:15]([C:28]([CH3:31])([CH3:30])[CH3:29])([C:22]2[CH:23]=[CH:24][CH:25]=[CH:26][CH:27]=2)[C:16]2[CH:21]=[CH:20][CH:19]=[CH:18][CH:17]=2)[CH2:10][CH2:9]1)=[O:7])([CH3:4])([CH3:2])[CH3:3], predict the reactants needed to synthesize it. The reactants are: [C:1]([O:5][C:6]([N:8]1[CH2:13][CH2:12][CH:11]([OH:14])[CH2:10][CH2:9]1)=[O:7])([CH3:4])([CH3:3])[CH3:2].[Si:15](Cl)([C:28]([CH3:31])([CH3:30])[CH3:29])([C:22]1[CH:27]=[CH:26][CH:25]=[CH:24][CH:23]=1)[C:16]1[CH:21]=[CH:20][CH:19]=[CH:18][CH:17]=1.N1C=CN=C1.